From a dataset of Peptide-MHC class I binding affinity with 185,985 pairs from IEDB/IMGT. Regression. Given a peptide amino acid sequence and an MHC pseudo amino acid sequence, predict their binding affinity value. This is MHC class I binding data. (1) The peptide sequence is SHLEVQGYW. The MHC is Mamu-A20102 with pseudo-sequence Mamu-A20102. The binding affinity (normalized) is 0.373. (2) The peptide sequence is RPLIGDGAA. The MHC is HLA-B07:02 with pseudo-sequence HLA-B07:02. The binding affinity (normalized) is 0.410.